From a dataset of Catalyst prediction with 721,799 reactions and 888 catalyst types from USPTO. Predict which catalyst facilitates the given reaction. Reactant: [F:1][C:2]1[CH:11]=[CH:10][CH:9]=[C:8]2[C:3]=1[NH:4][CH2:5][C:6](=[O:16])[N:7]2[CH2:12][CH2:13][O:14][CH3:15].ClC([O:20][C:21](Cl)(Cl)Cl)=O.C(N(C(C)C)CC)(C)C.[NH2:34][CH2:35][C:36]1[CH:41]=[CH:40][C:39]([C:42]([N:44]2[C:50]3[CH:51]=[CH:52][CH:53]=[CH:54][C:49]=3[CH2:48][N:47]3[CH:55]=[CH:56][CH:57]=[C:46]3[CH2:45]2)=[O:43])=[CH:38][C:37]=1[CH3:58]. Product: [CH:57]1[CH:56]=[CH:55][N:47]2[CH2:48][C:49]3[CH:54]=[CH:53][CH:52]=[CH:51][C:50]=3[N:44]([C:42]([C:39]3[CH:40]=[CH:41][C:36]([CH2:35][NH:34][C:21]([N:4]4[C:3]5[C:8](=[CH:9][CH:10]=[CH:11][C:2]=5[F:1])[N:7]([CH2:12][CH2:13][O:14][CH3:15])[C:6](=[O:16])[CH2:5]4)=[O:20])=[C:37]([CH3:58])[CH:38]=3)=[O:43])[CH2:45][C:46]=12. The catalyst class is: 247.